This data is from Catalyst prediction with 721,799 reactions and 888 catalyst types from USPTO. The task is: Predict which catalyst facilitates the given reaction. (1) Product: [O:21]1[C:20]2([CH2:25][CH2:26][CH:17]([CH:7]([C:6]3[CH:5]=[C:4]([C:9]4[CH:14]=[CH:13][CH:12]=[CH:11][CH:10]=4)[O:3][C:2]=3[CH3:1])[OH:8])[CH2:18][CH2:19]2)[O:24][CH2:23][CH2:22]1. The catalyst class is: 7. Reactant: [CH3:1][C:2]1[O:3][C:4]([C:9]2[CH:14]=[CH:13][CH:12]=[CH:11][CH:10]=2)=[CH:5][C:6]=1[CH:7]=[O:8].Br[Mg][CH:17]1[CH2:26][CH2:25][C:20]2([O:24][CH2:23][CH2:22][O:21]2)[CH2:19][CH2:18]1.O1CCCC1.Cl.O. (2) Reactant: C(P(C(C)(C)C)C1C=CC=CC=1C1C(C(C)C)=CC(C(C)C)=CC=1C(C)C)(C)(C)C.[OH-:31].[K+].Br[C:34]1[CH:43]=[C:42]([Br:44])[CH:41]=[C:40]2[C:35]=1[CH2:36][CH2:37][CH2:38][C:39]2=[O:45].Cl. Product: [Br:44][C:42]1[CH:41]=[C:40]2[C:35]([CH2:36][CH2:37][CH2:38][C:39]2=[O:45])=[C:34]([OH:31])[CH:43]=1. The catalyst class is: 333. (3) Reactant: [CH3:1][C:2]1[CH:7]=[CH:6][C:5]([S:8][C:9]2[CH:14]=[CH:13][C:12]([OH:15])=[CH:11][CH:10]=2)=[C:4]([NH:16][C:17]2[C:26]3[C:21](=[N:22][C:23]([CH2:27][CH2:28][CH3:29])=[CH:24][CH:25]=3)[N:20]=[CH:19][CH:18]=2)[CH:3]=1.[CH3:30][S:31](Cl)(=[O:33])=[O:32].C(N(CC)C(C)C)(C)C. The catalyst class is: 79. Product: [CH3:1][C:2]1[CH:7]=[CH:6][C:5]([S:8][C:9]2[CH:10]=[CH:11][C:12]([O:15][S:31]([CH3:30])(=[O:33])=[O:32])=[CH:13][CH:14]=2)=[C:4]([NH:16][C:17]2[C:26]3[C:21](=[N:22][C:23]([CH2:27][CH2:28][CH3:29])=[CH:24][CH:25]=3)[N:20]=[CH:19][CH:18]=2)[CH:3]=1. (4) Reactant: [O:1]=[C:2]1[C:10]2[C:5](=[CH:6][C:7]([C:11]3[CH:12]=[N:13][C:14]([C:17]([F:20])([F:19])[F:18])=[N:15][CH:16]=3)=[CH:8][CH:9]=2)[CH2:4][N:3]1[C:21]([O:23][C:24]([CH3:27])([CH3:26])[CH3:25])=[O:22].[OH-:28].[Li+]. Product: [C:24]([O:23][C:21]([NH:3][CH2:4][C:5]1[CH:6]=[C:7]([C:11]2[CH:12]=[N:13][C:14]([C:17]([F:20])([F:18])[F:19])=[N:15][CH:16]=2)[CH:8]=[CH:9][C:10]=1[C:2]([OH:1])=[O:28])=[O:22])([CH3:25])([CH3:26])[CH3:27]. The catalyst class is: 90. (5) Reactant: CNN.[C:4]1([CH2:10][C:11]([NH:13][CH:14]([CH2:19][CH2:20][O:21][N:22]2C(=O)C3=CC=CC=C3C2=O)[C:15]([O:17][CH3:18])=[O:16])=[O:12])[CH:9]=[CH:8][CH:7]=[CH:6][CH:5]=1. Product: [C:4]1([CH2:10][C:11]([NH:13][CH:14]([CH2:19][CH2:20][O:21][NH2:22])[C:15]([O:17][CH3:18])=[O:16])=[O:12])[CH:9]=[CH:8][CH:7]=[CH:6][CH:5]=1. The catalyst class is: 4. (6) Reactant: [NH2:1][C:2]1[N:7]=[C:6](Cl)[CH:5]=[C:4]([CH2:9][CH3:10])[N:3]=1.[F:11][C:12]1[CH:13]=[C:14]([CH:16]=[CH:17][C:18]=1[S:19][C:20]1[CH:25]=[CH:24][N:23]=[CH:22][CH:21]=1)[NH2:15]. Product: [CH2:9]([C:4]1[N:3]=[C:2]([NH2:1])[N:7]=[C:6]([NH:15][C:14]2[CH:16]=[CH:17][C:18]([S:19][C:20]3[CH:25]=[CH:24][N:23]=[CH:22][CH:21]=3)=[C:12]([F:11])[CH:13]=2)[CH:5]=1)[CH3:10]. The catalyst class is: 33. (7) Reactant: [NH4+].[Cl-].[Cl:3][C:4]1[CH:5]=[C:6]([CH:16]=[CH:17][CH:18]=1)[O:7][C@@H:8]([CH2:13][CH2:14][CH3:15])[CH2:9][CH2:10][NH:11][CH3:12]. Product: [ClH:3].[Cl:3][C:4]1[CH:5]=[C:6]([CH:16]=[CH:17][CH:18]=1)[O:7][C@@H:8]([CH2:13][CH2:14][CH3:15])[CH2:9][CH2:10][NH:11][CH3:12]. The catalyst class is: 5.